Binary Classification. Given a miRNA mature sequence and a target amino acid sequence, predict their likelihood of interaction. From a dataset of Experimentally validated miRNA-target interactions with 360,000+ pairs, plus equal number of negative samples. (1) The miRNA is hsa-miR-1252-3p with sequence CAAAUGAGCUUAAUUUCCUUUU. The protein sequence of the target gene is MNSVSPAAAQYRSSSPEDARRRPEARRPRGPRGPDPNGLGPSGASGPALGSPGAGPSEPDEVDKFKAKFLTAWNNVKYGWVVKSRTSFSKISSIHLCGRRYRFEGEGDIQRFQRDFVSRLWLTYRRDFPPLPGGCLTSDCGWGCMLRSGQMMLAQGLLLHFLPRDWTWAEGMGLGPPELSGSASPSRYHGPARWMPPRWAQGAPELEQERRHRQIVSWFADHPRAPFGLHRLVELGQSSGKKAGDWYGPSLVAHILRKAVESCSDVTRLVVYVSQDCTVYKADVARLVARPDPTAEWKSV.... Result: 0 (no interaction). (2) The miRNA is hsa-miR-193b-5p with sequence CGGGGUUUUGAGGGCGAGAUGA. The protein sequence of the target gene is MHYIKTWSLLGEMSEKLRRCRKELTAAIDRAFEGVSYSQECTGQQRLELSAAPLSFSLPVHRLLCRRHPLAACSSAAPFAAVPCAPENENPAFATNHAPVNAKPHALCPERKPLTSKENVLMHSSILAPERESWRTAGEGENWRKENLRKDMERDLKADSNMPLNNSSQEVTKDLLDMIDHTSIRTIEELAGKIEFENELNHMCGHCQDSPFKEEAWALLMDKSPQKATDADPGSLKQAFDDHNIVETVLDLEEDYNVMTSFKYQIE. Result: 1 (interaction). (3) The miRNA is hsa-miR-93-5p with sequence CAAAGUGCUGUUCGUGCAGGUAG. The protein sequence of the target gene is MVEEVQKHSVHTLVFRSLKRTHDMFVADNGKPVPLDEESHKRKMAIKLRNEYGPVLHMPTSKENLKEKGPQNATDSYVHKQYPANQGQEVEYFVAGTHPYPPGPGVALTADTKIQRMPSESAAQSLAVALPLQTKADANRTAPSGSEYRHPGASDRPQPTAMNSIVMETGNTKNSALMAKKAPTMPKPQWHPPWKLYRVISGHLGWVRCIAVEPGNQWFVTGSADRTIKIWDLASGKLKLSLTGHISTVRGVIVSTRSPYLFSCGEDKQVKCWDLEYNKVIRHYHGHLSAVYGLDLHPTI.... Result: 1 (interaction). (4) The miRNA is hsa-miR-3158-5p with sequence CCUGCAGAGAGGAAGCCCUUC. The protein sequence of the target gene is MPKGGRKGGHKGRARQYTSPEEIDAQLQAEKQKAREEEEQKEGGDGAAGDPKKEKKSLDSDESEDEEDDYQQKRKGVEGLIDIENPNRVAQTTKKVTQLDLDGPKELSRREREEIEKQKAKERYMKMHLAGKTEQAKADLARLAIIRKQREEAARKKEEERKAKDDATLSGKRMQSLSLNK. Result: 0 (no interaction). (5) The miRNA is hsa-miR-4531 with sequence AUGGAGAAGGCUUCUGA. The protein sequence of the target gene is MRRESDCAEEKAPAKGEGGAEGTVRARKRKADVATFLQDPDEEIAKIEMSRKKQYENQLSWNNINKDPHMLIPTPDKDDDPVGVDYSHFIHLNVASTRSSPLPILGWANRDDVWKNMINKEETYVRDKLYMQRHPLLQPKMRTILLDWLMEVCEVYKLYRETFYLAQDFFDRFMATQQNVVKTLLQLIGISSLFIAAKLEEIYPPKLHQFAYVTDGACTEDEILSMELIIMKALNWNLNPLTVVSWLNIYMQVAYLNELYEVLLPQYPQQIFVQIAELLDLCVLDIGCLEYTYGVLAASA.... Result: 0 (no interaction). (6) The miRNA is hsa-miR-4728-5p with sequence UGGGAGGGGAGAGGCAGCAAGCA. The protein sequence of the target gene is MGERLFESAEGSQCGETFTQVPEDMLNKKTLPGVKSCESGTCGEIFMGYSSFNRNIRTDTGHQPHKCQKFLEKPYKHKQRRKALSHSHCFRTHERPHTREKPFDCKECEKSFISPASIRRYMVTHSGDGPYKCKFCGKALDCLSLYLTHERTHTGEKRYECKQCGKAFSWHSSVRIHERTHTGEKPYECKECGKSFNFSSSFRRHERTHTGEKPYKCKECGKAFNCPSSFHRHERTHTGEKPYECKLYGKALSRLISFRRHMRMHTGERPHKCKICGKAFYSPSSFQRHERSHTGEKPYK.... Result: 1 (interaction). (7) The miRNA is hsa-miR-6721-5p with sequence UGGGCAGGGGCUUAUUGUAGGAG. The protein sequence of the target gene is MAEAPPVSGTFKFNTDAAEFIPQERKTSGLNCGTQRRLDSSRIGRRNYSSSPPCHLPRHIPYEDISAVHQHSYASGSKPKSPQGFFQSSNKSLKNHGLQNQPWQKARNEKHQNRNKKAQGLSEQTSDTSSLESVARSESGTNPREHSPSESEKEVVIADPRGAKPKKAAQLTYNYGRGPKAKGRLRSEWGNRMSPKSEDENTRPVAISHTDSSDASCRKPVVDPCVCRRNEQRRYPQKRPPWEVEGARPRPGRNPPKQESQRHINAGPKTNMSPIPKDNLRERPTKSACDTGNLAVVSKS.... Result: 0 (no interaction).